This data is from NCI-60 drug combinations with 297,098 pairs across 59 cell lines. The task is: Regression. Given two drug SMILES strings and cell line genomic features, predict the synergy score measuring deviation from expected non-interaction effect. (1) Drug 1: C1CCN(CC1)CCOC2=CC=C(C=C2)C(=O)C3=C(SC4=C3C=CC(=C4)O)C5=CC=C(C=C5)O. Drug 2: CC(C)CN1C=NC2=C1C3=CC=CC=C3N=C2N. Cell line: PC-3. Synergy scores: CSS=1.81, Synergy_ZIP=0.587, Synergy_Bliss=3.03, Synergy_Loewe=2.84, Synergy_HSA=2.07. (2) Drug 1: C1C(C(OC1N2C=NC3=C2NC=NCC3O)CO)O. Drug 2: COCCOC1=C(C=C2C(=C1)C(=NC=N2)NC3=CC=CC(=C3)C#C)OCCOC.Cl. Cell line: OVCAR-8. Synergy scores: CSS=1.72, Synergy_ZIP=-1.72, Synergy_Bliss=-1.39, Synergy_Loewe=-2.07, Synergy_HSA=-0.669. (3) Drug 1: CCC1=C2CN3C(=CC4=C(C3=O)COC(=O)C4(CC)O)C2=NC5=C1C=C(C=C5)O. Drug 2: CN1C2=C(C=C(C=C2)N(CCCl)CCCl)N=C1CCCC(=O)O.Cl. Cell line: EKVX. Synergy scores: CSS=3.22, Synergy_ZIP=-0.980, Synergy_Bliss=3.13, Synergy_Loewe=-2.24, Synergy_HSA=2.02.